From a dataset of Catalyst prediction with 721,799 reactions and 888 catalyst types from USPTO. Predict which catalyst facilitates the given reaction. (1) Reactant: [CH:1]1([CH2:4][C:5]2([C:19]#[N:20])[CH2:8][CH:7]([O:9]CC3C=CC(OC)=CC=3)[CH2:6]2)[CH2:3][CH2:2]1.C(=O)(O)[O-].[Na+]. Product: [CH:1]1([CH2:4][C:5]2([C:19]#[N:20])[CH2:8][CH:7]([OH:9])[CH2:6]2)[CH2:2][CH2:3]1. The catalyst class is: 47. (2) Reactant: FC(F)(F)C(O)=O.C(OC([N:15]1[CH2:20][CH2:19][CH:18]([C:21]2[O:40][C:24]3=[CH:25][N:26]=[C:27]([C:29]4[CH:34]=[CH:33][C:32]([S:35]([CH3:38])(=[O:37])=[O:36])=[CH:31][C:30]=4[F:39])[CH:28]=[C:23]3[CH:22]=2)[CH2:17][CH2:16]1)=O)(C)(C)C.C([O-])(O)=O.[Na+]. Product: [F:39][C:30]1[CH:31]=[C:32]([S:35]([CH3:38])(=[O:37])=[O:36])[CH:33]=[CH:34][C:29]=1[C:27]1[CH:28]=[C:23]2[CH:22]=[C:21]([CH:18]3[CH2:19][CH2:20][NH:15][CH2:16][CH2:17]3)[O:40][C:24]2=[CH:25][N:26]=1. The catalyst class is: 4. (3) Reactant: [C:1]([C:5]1[CH:6]=[C:7]([CH:40]=[C:41]([N:43]2[CH2:48][CH2:47][N:46]([CH3:49])[CH2:45][CH2:44]2)[CH:42]=1)[C:8]([NH:10][C:11]1[CH:16]=[CH:15][C:14]([CH3:17])=[C:13]([N:18]2[C:25]3[N:21]([N:22]=[C:23]([C:26]4[CH:27]=[N:28][N:29](CC5C=CC(OC)=CC=5)[CH:30]=4)[CH:24]=3)[CH:20]=[CH:19]2)[CH:12]=1)=[O:9])([CH3:4])([CH3:3])[CH3:2]. Product: [C:1]([C:5]1[CH:6]=[C:7]([CH:40]=[C:41]([N:43]2[CH2:48][CH2:47][N:46]([CH3:49])[CH2:45][CH2:44]2)[CH:42]=1)[C:8]([NH:10][C:11]1[CH:16]=[CH:15][C:14]([CH3:17])=[C:13]([N:18]2[C:25]3[N:21]([N:22]=[C:23]([C:26]4[CH:27]=[N:28][NH:29][CH:30]=4)[CH:24]=3)[CH:20]=[CH:19]2)[CH:12]=1)=[O:9])([CH3:4])([CH3:2])[CH3:3]. The catalyst class is: 55. (4) Reactant: [C:1]1([NH:7][CH2:8][C:9]2[CH:17]=[CH:16][C:12]([C:13]([OH:15])=O)=[CH:11][CH:10]=2)[CH:6]=[CH:5][CH:4]=[CH:3][CH:2]=1.[CH3:18][C:19]1([CH3:28])[CH2:24][CH:23]([NH2:25])[CH2:22][C:21]([CH3:27])([CH3:26])[NH:20]1.CN(C(ON1N=NC2C=CC=NC1=2)=[N+](C)C)C.F[P-](F)(F)(F)(F)F.C(N(C(C)C)C(C)C)C. Product: [C:1]1([NH:7][CH2:8][C:9]2[CH:10]=[CH:11][C:12]([C:13]([NH:25][CH:23]3[CH2:24][C:19]([CH3:28])([CH3:18])[NH:20][C:21]([CH3:27])([CH3:26])[CH2:22]3)=[O:15])=[CH:16][CH:17]=2)[CH:2]=[CH:3][CH:4]=[CH:5][CH:6]=1. The catalyst class is: 3. (5) Reactant: [N:1]1[CH:6]=[CH:5][C:4]([NH2:7])=[N:3][CH:2]=1.C(N(CC)CC)C.Cl[C:16]([O:18][C:19]1[CH:24]=[CH:23][CH:22]=[CH:21][CH:20]=1)=[O:17]. Product: [N:1]1[CH:6]=[CH:5][C:4]([NH:7][C:16](=[O:17])[O:18][C:19]2[CH:24]=[CH:23][CH:22]=[CH:21][CH:20]=2)=[N:3][CH:2]=1. The catalyst class is: 1. (6) Reactant: [CH:1]([C:4]1[N:9]=[C:8]([C:10](OCC)=[O:11])[CH:7]=[CH:6][CH:5]=1)([CH3:3])[CH3:2].[H-].[Al+3].[Li+].[H-].[H-].[H-].CCOCC. Product: [CH:1]([C:4]1[N:9]=[C:8]([CH2:10][OH:11])[CH:7]=[CH:6][CH:5]=1)([CH3:3])[CH3:2]. The catalyst class is: 1. (7) Reactant: [C:1]([C:3]1[C:4]([O:24]C)=[C:5]([NH:17][C:18](=[O:23])[C:19]([CH3:22])([CH3:21])[CH3:20])[C:6]([F:16])=[C:7]([C:10]2[CH:15]=[CH:14][CH:13]=[CH:12][CH:11]=2)[C:8]=1[CH3:9])#[N:2].O.C(=O)([O-])O.[Na+]. Product: [C:1]([C:3]1[C:4]([OH:24])=[C:5]([NH:17][C:18](=[O:23])[C:19]([CH3:20])([CH3:21])[CH3:22])[C:6]([F:16])=[C:7]([C:10]2[CH:15]=[CH:14][CH:13]=[CH:12][CH:11]=2)[C:8]=1[CH3:9])#[N:2]. The catalyst class is: 4.